This data is from Full USPTO retrosynthesis dataset with 1.9M reactions from patents (1976-2016). The task is: Predict the reactants needed to synthesize the given product. (1) Given the product [Br:14][C:3]1[CH:2]=[CH:1][C:13]2[NH:12][C:11]3[C:6]([C:5]=2[CH:4]=1)=[CH:7][CH:8]=[CH:9][CH:10]=3, predict the reactants needed to synthesize it. The reactants are: [CH:1]1[C:13]2[NH:12][C:11]3[C:6](=[CH:7][CH:8]=[CH:9][CH:10]=3)[C:5]=2[CH:4]=[CH:3][CH:2]=1.[Br:14]N1C(=O)CCC1=O.O. (2) Given the product [Br:1][C:2]1[CH:7]=[C:6]([F:8])[CH:5]=[CH:4][C:3]=1[CH:9]1[C:14]([C:15]([O:17][CH2:18][CH3:19])=[O:16])=[C:13]([CH2:20][Br:37])[NH:12][C:11]([C:21]2[S:22][C:23]([C:26]([F:29])([F:28])[F:27])=[CH:24][N:25]=2)=[N:10]1, predict the reactants needed to synthesize it. The reactants are: [Br:1][C:2]1[CH:7]=[C:6]([F:8])[CH:5]=[CH:4][C:3]=1[CH:9]1[C:14]([C:15]([O:17][CH2:18][CH3:19])=[O:16])=[C:13]([CH3:20])[NH:12][C:11]([C:21]2[S:22][C:23]([C:26]([F:29])([F:28])[F:27])=[CH:24][N:25]=2)=[N:10]1.C1C(=O)N([Br:37])C(=O)C1. (3) Given the product [CH3:17][N:16]([CH3:18])[C:14]([CH:10]1[O:11][CH2:12][CH2:13][N:8]([C:4]2[CH:5]=[CH:6][CH:7]=[C:2]([B:19]3[O:23][C:22]([CH3:25])([CH3:24])[C:21]([CH3:27])([CH3:26])[O:20]3)[CH:3]=2)[CH2:9]1)=[O:15], predict the reactants needed to synthesize it. The reactants are: Br[C:2]1[CH:3]=[C:4]([N:8]2[CH2:13][CH2:12][O:11][CH:10]([C:14]([N:16]([CH3:18])[CH3:17])=[O:15])[CH2:9]2)[CH:5]=[CH:6][CH:7]=1.[B:19]1([B:19]2[O:23][C:22]([CH3:25])([CH3:24])[C:21]([CH3:27])([CH3:26])[O:20]2)[O:23][C:22]([CH3:25])([CH3:24])[C:21]([CH3:27])([CH3:26])[O:20]1.C(Cl)Cl.C([O-])(=O)C.[K+]. (4) Given the product [F:1][C:2]1([C:27]([OH:29])=[O:28])[CH2:3][CH2:4][N:5]([CH:8]2[CH2:26][CH2:25][C:10]3([C:16]4[CH:17]=[CH:18][CH:19]=[CH:20][C:15]=4[O:14][C:13]4[CH:21]=[CH:22][CH:23]=[CH:24][C:12]=4[CH2:11]3)[CH2:9]2)[CH2:6][CH2:7]1, predict the reactants needed to synthesize it. The reactants are: [F:1][C:2]1([C:27]([O:29]C)=[O:28])[CH2:7][CH2:6][N:5]([CH:8]2[CH2:26][CH2:25][C:10]3([C:16]4[CH:17]=[CH:18][CH:19]=[CH:20][C:15]=4[O:14][C:13]4[CH:21]=[CH:22][CH:23]=[CH:24][C:12]=4[CH2:11]3)[CH2:9]2)[CH2:4][CH2:3]1.O.[OH-].[Li+]. (5) Given the product [CH3:1][O:2][C:3]([C:4]1[N:13]=[CH:14][N:24]([C@H:22]([C:16]2[CH:21]=[CH:20][CH:19]=[CH:18][CH:17]=2)[CH3:23])[C:5]=1[C:6]1[CH:11]=[CH:10][CH:9]=[CH:8][CH:7]=1)=[O:15], predict the reactants needed to synthesize it. The reactants are: [CH3:1][O:2][C:3](=[O:15])[C:4]([N+:13]#[C-:14])=[C:5](Br)[C:6]1[CH:11]=[CH:10][CH:9]=[CH:8][CH:7]=1.[C:16]1([C@@H:22]([NH2:24])[CH3:23])[CH:21]=[CH:20][CH:19]=[CH:18][CH:17]=1.C(N(CC)CC)C.Cl. (6) Given the product [NH:1]1[C:5]2[CH:6]=[CH:7][CH:8]=[CH:9][C:4]=2[N:3]=[C:2]1[S:10][CH2:18][C:19]([O:21][CH2:22][CH3:23])=[O:20], predict the reactants needed to synthesize it. The reactants are: [NH:1]1[C:5]2[CH:6]=[CH:7][CH:8]=[CH:9][C:4]=2[NH:3][C:2]1=[S:10].C(=O)([O-])[O-].[K+].[K+].Br[CH2:18][C:19]([O:21][CH2:22][CH3:23])=[O:20]. (7) The reactants are: Br[CH2:2][C:3]1[CH:8]=[CH:7][CH:6]=[CH:5][CH:4]=1.[OH:9][C:10]1[CH:11]=[C:12]([CH:17]=[C:18]([O:20][C@@H:21]([CH3:24])[CH2:22][OH:23])[CH:19]=1)[C:13]([O:15][CH3:16])=[O:14].C(=O)([O-])[O-].[K+].[K+].C(OCC)(=O)C. Given the product [OH:23][CH2:22][C@@H:21]([O:20][C:18]1[CH:17]=[C:12]([CH:11]=[C:10]([O:9][CH2:2][C:3]2[CH:8]=[CH:7][CH:6]=[CH:5][CH:4]=2)[CH:19]=1)[C:13]([O:15][CH3:16])=[O:14])[CH3:24], predict the reactants needed to synthesize it.